Dataset: Full USPTO retrosynthesis dataset with 1.9M reactions from patents (1976-2016). Task: Predict the reactants needed to synthesize the given product. The reactants are: [C:1]([C:5]1[N:9]([CH3:10])[N:8]([CH2:11][CH:12]2[CH2:15][CH2:14][CH2:13]2)[C:7](=[NH:16])[CH:6]=1)([CH3:4])([CH3:3])[CH3:2].[F:17][C:18]1[CH:26]=[CH:25][C:24]([S:27](=[O:30])(=[O:29])[NH2:28])=[CH:23][C:19]=1[C:20](O)=[O:21].CCN(CC)CC.C(P(=O)(OCC)OCC)#N. Given the product [NH2:28][S:27]([C:24]1[CH:25]=[CH:26][C:18]([F:17])=[C:19]([CH:23]=1)[C:20](/[N:16]=[C:7]1/[N:8]([CH2:11][CH:12]2[CH2:13][CH2:14][CH2:15]2)[N:9]([CH3:10])[C:5]([C:1]([CH3:4])([CH3:2])[CH3:3])=[CH:6]/1)=[O:21])(=[O:30])=[O:29], predict the reactants needed to synthesize it.